Dataset: Experimentally validated miRNA-target interactions with 360,000+ pairs, plus equal number of negative samples. Task: Binary Classification. Given a miRNA mature sequence and a target amino acid sequence, predict their likelihood of interaction. (1) The miRNA is mmu-miR-292a-5p with sequence ACUCAAACUGGGGGCUCUUUUG. The protein sequence of the target gene is MGNTVHRTLPDSSPPARLLATRPCYGPGPERRAVLGEAPRFHAQAKGKNVRLDGHSRRATRRNSFCNGVTFTQRPIRLYEQVRLRLVAVRPGWSGALRFGFTAHDPSLMSAQDIPKYACPDLVTRPGYWAKALPENLALRDTVLAYWADRHGRVFYSVNDGEPVLFHCGVAVGGPLWALIDVYGITDEVQLLESTFADTLTPLRLGQARLSACPPPGSHDAANFDNNELENNQVVAKLGHLALGRPDAAVPCVARERPRPASSPALLDAELRFHATRGPDVSLSADRRLACAPRPDGGRT.... Result: 1 (interaction). (2) The miRNA is hsa-miR-6089 with sequence GGAGGCCGGGGUGGGGCGGGGCGG. The protein sequence of the target gene is MLSLAAKLVAFFWRTADTPREEAGQLEPELAEGDTKLKTVRGVVTRYCSDYGMIDDMIYFSSDAVTSRVLLNVGQEVIAVVEENKVSNGLKAIRVEAVSDKWEDDSRNHGSPSDCGPRVLIGCVTSLVEGAGCISQTTYFSLESVCEGFEPCKGDWVEAEYRIRPGTWSSEATSVKPLRYKRVDKVCISSLCGRNGVLEESIFFTLDSLKLPDGYTPRRGDVVNAVVVESSQSCYVWRALCMTLVKRRDAAPVHEATHFYGTILLKNKGDIEVTQVTHFGTLKEGRSKTMVIWIENKGDI.... Result: 0 (no interaction). (3) The protein sequence of the target gene is MSMSPKHTTPFSVSDILSPLEESYKKVGMEGGGLGAPLAAYRQGQAAPPAAAMQQHAVGHHGAVTAAYHMTAAGVPQLSHSAVGGYCNGNLGNMSELPPYQDTMRNSASGPGWYGANPDPRFPAISRFMGPASGMNMSGMGGLGSLGDVSKNMAPLPSAPRRKRRVLFSQAQVYELERRFKQQKYLSAPEREHLASMIHLTPTQVKIWFQNHRYKMKRQAKDKAAQQQLQQDSGGGGGGGGGAGCPQQQQAQQQSPRRVAVPVLVKDGKPCQAGAPAPGAASLQSHAQQQAQQQAQAAQA.... The miRNA is mmu-miR-105 with sequence CCAAGUGCUCAGAUGCUUGUGGU. Result: 0 (no interaction). (4) The miRNA is mmu-miR-1958 with sequence UAGGAAAGUGGAAGCAGUAAGU. The protein sequence of the target gene is MRSEGAAPGPAAPLCGALSLLLGALLGKVIEGHGVTDNIQRFSSLPPYLPVSYHILRAETSFFLKEANQDLLRNSSLQARVESFFTYKTRQPPVLNASYGPFSVEKVVPLDLMLTSNFLGPTNKFSFDWKLKAHILRDKVYLSRPKVQVLFHIMGRDWDDHGAGEKLPCLRVFAFRETREVRGSCRLKGDLGLCVAELELLSSWFSAPTVGAGRKKSMDQPEGTPVELYYTVHPGNERGDCAGGDFRKGNAIRPGKDGLEETTSHLQRIGTVGLYRAQDSAQLSELRLDGNVVIWLPSRP.... Result: 0 (no interaction).